This data is from Peptide-MHC class I binding affinity with 185,985 pairs from IEDB/IMGT. The task is: Regression. Given a peptide amino acid sequence and an MHC pseudo amino acid sequence, predict their binding affinity value. This is MHC class I binding data. The peptide sequence is GPRKPIKCW. The MHC is Mamu-B17 with pseudo-sequence Mamu-B17. The binding affinity (normalized) is 0.